This data is from Forward reaction prediction with 1.9M reactions from USPTO patents (1976-2016). The task is: Predict the product of the given reaction. (1) Given the reactants [CH3:1][C:2]1[N:7]=[C:6]([C:8]([OH:10])=O)[CH:5]=[C:4]([O:11][C:12]2[CH:13]=[N:14][CH:15]=[N:16][CH:17]=2)[CH:3]=1.[F:18][C:19]1[CH:20]=[CH:21][C:22]([NH2:25])=[N:23][CH:24]=1.P(Cl)(Cl)(Cl)=O, predict the reaction product. The product is: [F:18][C:19]1[CH:20]=[CH:21][C:22]([NH:25][C:8](=[O:10])[C:6]2[CH:5]=[C:4]([O:11][C:12]3[CH:13]=[N:14][CH:15]=[N:16][CH:17]=3)[CH:3]=[C:2]([CH3:1])[N:7]=2)=[N:23][CH:24]=1. (2) Given the reactants C([N:14]1[CH2:17][C:16]([CH2:20][CH3:21])([O:18][CH3:19])[CH2:15]1)(C1C=CC=CC=1)C1C=CC=CC=1.[CH3:34][C:33]([O:32][C:30](O[C:30]([O:32][C:33]([CH3:36])([CH3:35])[CH3:34])=[O:31])=[O:31])([CH3:36])[CH3:35], predict the reaction product. The product is: [C:33]([O:32][C:30]([N:14]1[CH2:17][C:16]([CH2:20][CH3:21])([O:18][CH3:19])[CH2:15]1)=[O:31])([CH3:34])([CH3:35])[CH3:36]. (3) Given the reactants C1(S([N:10]2[C:18]3[C:13](=[CH:14][C:15]([C:19]4[CH:20]=[N:21][CH:22]=[CH:23][CH:24]=4)=[CH:16][CH:17]=3)[CH:12]=[C:11]2[CH2:25][C:26]([OH:45])([CH2:31][C:32]([C:35]2[C:43]3[O:42][CH2:41][CH2:40][C:39]=3[CH:38]=[C:37]([F:44])[CH:36]=2)([CH3:34])[CH3:33])[C:27]([F:30])([F:29])[F:28])(=O)=O)C=CC=CC=1.[F-].C([N+](CCCC)(CCCC)CCCC)CCC, predict the reaction product. The product is: [F:30][C:27]([F:28])([F:29])[C:26]([CH2:25][C:11]1[NH:10][C:18]2[C:13]([CH:12]=1)=[CH:14][C:15]([C:19]1[CH:20]=[N:21][CH:22]=[CH:23][CH:24]=1)=[CH:16][CH:17]=2)([OH:45])[CH2:31][C:32]([C:35]1[C:43]2[O:42][CH2:41][CH2:40][C:39]=2[CH:38]=[C:37]([F:44])[CH:36]=1)([CH3:34])[CH3:33]. (4) Given the reactants [Cl:1][C:2]1[CH:3]=[C:4]([NH:9][C:10]2[C:11]3[C:18]4[CH2:19][CH2:20][NH:21][CH2:22][C:17]=4[O:16][C:12]=3[N:13]=[CH:14][N:15]=2)[CH:5]=[CH:6][C:7]=1[Cl:8].Cl.[CH3:24][N:25]([CH:32]([CH3:34])[CH3:33])[CH2:26]/[CH:27]=[CH:28]/[C:29](O)=[O:30], predict the reaction product. The product is: [Cl:1][C:2]1[CH:3]=[C:4]([NH:9][C:10]2[C:11]3[C:18]4[CH2:19][CH2:20][N:21]([C:29](=[O:30])/[CH:28]=[CH:27]/[CH2:26][N:25]([CH:32]([CH3:34])[CH3:33])[CH3:24])[CH2:22][C:17]=4[O:16][C:12]=3[N:13]=[CH:14][N:15]=2)[CH:5]=[CH:6][C:7]=1[Cl:8]. (5) Given the reactants Br[C:2]1[S:3][C:4]2[CH:10]=[C:9]([O:11][CH3:12])[CH:8]=[CH:7][C:5]=2[N:6]=1.I[C:14]1[CH:19]=[CH:18][C:17]([N+:20]([O-:22])=[O:21])=[CH:16][CH:15]=1.C(=O)([O-])[O-].[Cs+].[Cs+].C(P(CCCC)CCCC)CCC, predict the reaction product. The product is: [CH3:12][O:11][C:9]1[CH:8]=[CH:7][C:5]2[N:6]=[C:2]([C:14]3[CH:19]=[CH:18][C:17]([N+:20]([O-:22])=[O:21])=[CH:16][CH:15]=3)[S:3][C:4]=2[CH:10]=1.